This data is from Full USPTO retrosynthesis dataset with 1.9M reactions from patents (1976-2016). The task is: Predict the reactants needed to synthesize the given product. (1) Given the product [CH3:1][O:2][C:3]1[CH:4]=[C:5]2[C:10](=[CH:11][C:12]=1[O:13][CH3:14])[N:9]=[CH:8][N:7]=[C:6]2[O:15][C:16]1[CH:22]=[CH:21][C:19]([NH:20][C:28]([NH:39][CH2:36][CH2:37][CH3:38])=[O:34])=[C:18]([CH3:23])[CH:17]=1, predict the reactants needed to synthesize it. The reactants are: [CH3:1][O:2][C:3]1[CH:4]=[C:5]2[C:10](=[CH:11][C:12]=1[O:13][CH3:14])[N:9]=[CH:8][N:7]=[C:6]2[O:15][C:16]1[CH:22]=[CH:21][C:19]([NH2:20])=[C:18]([CH3:23])[CH:17]=1.ClC(Cl)(O[C:28](=[O:34])OC(Cl)(Cl)Cl)Cl.[CH2:36]([NH2:39])[CH2:37][CH3:38].CO. (2) Given the product [NH2:32][CH2:31][CH2:30][C@@H:29]1[CH2:28][N:27]([CH2:44][C:45]2[C:54]([Cl:55])=[C:53]3[C:48]([C:49](=[O:70])[N:50]([CH2:57][C:58]4[CH:63]=[C:62]([Cl:64])[CH:61]=[CH:60][C:59]=4[S:65]([CH2:68][CH3:69])(=[O:67])=[O:66])[C:51](=[O:56])[NH:52]3)=[CH:47][C:46]=2[O:71][C:72]([F:73])([F:74])[F:75])[C:26](=[O:76])[NH:25]1, predict the reactants needed to synthesize it. The reactants are: C(O)(C(F)(F)F)=O.C(N[C@H](C(O)=O)CS)(=O)C.C(OC([N:25]1[C@H:29]([CH2:30][CH2:31][NH:32]CC2C=CC(OC)=CC=2OC)[CH2:28][N:27]([CH2:44][C:45]2[C:54]([Cl:55])=[C:53]3[C:48]([C:49](=[O:70])[N:50]([CH2:57][C:58]4[CH:63]=[C:62]([Cl:64])[CH:61]=[CH:60][C:59]=4[S:65]([CH2:68][CH3:69])(=[O:67])=[O:66])[C:51](=[O:56])[NH:52]3)=[CH:47][C:46]=2[O:71][C:72]([F:75])([F:74])[F:73])[C:26]1=[O:76])=O)(C)(C)C.C(=O)(O)[O-].[Na+].